From a dataset of Full USPTO retrosynthesis dataset with 1.9M reactions from patents (1976-2016). Predict the reactants needed to synthesize the given product. Given the product [C:1]([NH:4][C:5]1[CH:6]=[CH:7][C:8]([CH2:11][C:12]([NH:14][C:15]2[C:16](=[O:30])[N:17]([CH2:23][C:24]3[CH:25]=[CH:26][CH:27]=[CH:28][CH:29]=3)[C:18](=[O:22])[N:19]([CH2:38][C:39]3[CH:43]=[CH:42][O:41][CH:40]=3)[C:20]=2[NH2:21])=[O:13])=[CH:9][CH:10]=1)(=[O:3])[CH3:2], predict the reactants needed to synthesize it. The reactants are: [C:1]([NH:4][C:5]1[CH:10]=[CH:9][C:8]([CH2:11][C:12]([NH:14][C:15]2[C:16](=[O:30])[N:17]([CH2:23][C:24]3[CH:29]=[CH:28][CH:27]=[CH:26][CH:25]=3)[C:18](=[O:22])[NH:19][C:20]=2[NH2:21])=[O:13])=[CH:7][CH:6]=1)(=[O:3])[CH3:2].C(=O)([O-])[O-].[K+].[K+].Br[CH2:38][C:39]1[CH:43]=[CH:42][O:41][CH:40]=1.[Cl-].[Na+].